Dataset: Full USPTO retrosynthesis dataset with 1.9M reactions from patents (1976-2016). Task: Predict the reactants needed to synthesize the given product. Given the product [OH2:11].[C:13]1([C:1]2[C:2]([OH:12])=[CH:3][CH:4]=[C:5]3[C:10]=2[CH:9]=[C:8]([OH:11])[CH:7]=[CH:6]3)[C:14]([OH:24])=[CH:15][CH:16]=[C:17]2[C:22]=1[CH:21]=[C:20]([OH:23])[CH:19]=[CH:18]2, predict the reactants needed to synthesize it. The reactants are: [C:1]1([C:13]2[C:14]([OH:24])=[CH:15][CH:16]=[C:17]3[C:22]=2[CH:21]=[C:20]([OH:23])[CH:19]=[CH:18]3)[C:2]([OH:12])=[CH:3][CH:4]=[C:5]2[C:10]=1[CH:9]=[C:8]([OH:11])[CH:7]=[CH:6]2.